From a dataset of Forward reaction prediction with 1.9M reactions from USPTO patents (1976-2016). Predict the product of the given reaction. (1) Given the reactants [Cl:1][C:2]1[CH:7]=[CH:6][C:5]([C:8]([CH3:20])([CH3:19])[CH2:9][C@@:10]([C:15]([F:18])([F:17])[F:16])([OH:14])[CH2:11][CH2:12][OH:13])=[C:4]([S:21]([CH3:24])(=[O:23])=[O:22])[CH:3]=1.CC(OI1(OC(C)=O)(OC(C)=O)OC(=O)C2C=CC=CC1=2)=O, predict the reaction product. The product is: [Cl:1][C:2]1[CH:7]=[CH:6][C:5]([C:8]([CH3:20])([CH3:19])[CH2:9][C@:10]([OH:14])([C:15]([F:17])([F:16])[F:18])[CH2:11][CH:12]=[O:13])=[C:4]([S:21]([CH3:24])(=[O:22])=[O:23])[CH:3]=1. (2) Given the reactants FC(F)(F)C(O)=O.C(OC(=O)[NH:14][CH2:15][CH2:16][NH:17][C:18]([NH:20][C:21]1[CH:26]=[CH:25][CH:24]=[C:23]([C:27]2[N:31]3[CH:32]=[CH:33][C:34]([C:36]4[CH:41]=[CH:40][C:39]([F:42])=[CH:38][CH:37]=4)=[CH:35][C:30]3=[N:29][CH:28]=2)[CH:22]=1)=[O:19])(C)(C)C, predict the reaction product. The product is: [NH2:14][CH2:15][CH2:16][NH:17][C:18]([NH:20][C:21]1[CH:26]=[CH:25][CH:24]=[C:23]([C:27]2[N:31]3[CH:32]=[CH:33][C:34]([C:36]4[CH:37]=[CH:38][C:39]([F:42])=[CH:40][CH:41]=4)=[CH:35][C:30]3=[N:29][CH:28]=2)[CH:22]=1)=[O:19].